This data is from Catalyst prediction with 721,799 reactions and 888 catalyst types from USPTO. The task is: Predict which catalyst facilitates the given reaction. (1) Reactant: [Si:1]([O:8][CH2:9][CH:10]([OH:19])[CH2:11][O:12][C:13]1[CH:18]=[CH:17][CH:16]=[CH:15][CH:14]=1)([C:4]([CH3:7])([CH3:6])[CH3:5])([CH3:3])[CH3:2].[CH3:20][C:21](OC(C)=O)=[O:22]. Product: [C:21]([O:19][CH:10]([CH2:11][O:12][C:13]1[CH:18]=[CH:17][CH:16]=[CH:15][CH:14]=1)[CH2:9][O:8][Si:1]([C:4]([CH3:7])([CH3:6])[CH3:5])([CH3:3])[CH3:2])(=[O:22])[CH3:20]. The catalyst class is: 17. (2) Reactant: [CH3:1][C:2]1[C:6]([CH3:7])=[C:5]([NH:8][C:9](=[O:16])OCC(Cl)(Cl)Cl)[O:4][N:3]=1.Cl.Cl.[F:19][C:20]1[CH:25]=[CH:24][C:23]([C:26]2[CH:31]=[CH:30][N:29]=[C:28]([N:32]3[CH2:37][CH2:36][NH:35][CH2:34][CH2:33]3)[N:27]=2)=[CH:22][CH:21]=1. Product: [CH3:1][C:2]1[C:6]([CH3:7])=[C:5]([NH:8][C:9]([N:35]2[CH2:36][CH2:37][N:32]([C:28]3[N:27]=[C:26]([C:23]4[CH:24]=[CH:25][C:20]([F:19])=[CH:21][CH:22]=4)[CH:31]=[CH:30][N:29]=3)[CH2:33][CH2:34]2)=[O:16])[O:4][N:3]=1. The catalyst class is: 188. (3) Reactant: C(OP([CH2:9][C:10]1[CH:15]=[CH:14][C:13]([C:16]2[CH:21]=[CH:20][CH:19]=[CH:18][CH:17]=2)=[CH:12][N:11]=1)(=O)OCC)C.[N:22]1([C:28]([N:30]2[CH2:35][CH:34]([C:36]3[CH:41]=[CH:40][CH:39]([C:42]([F:45])([F:44])[F:43])[CH2:38][CH:37]=3)[CH2:33][CH:32]([CH:46]=O)[CH2:31]2)=[O:29])[CH2:27][CH2:26][O:25][CH2:24][CH2:23]1. Product: [N:22]1([C:28]([N:30]2[CH2:35][CH:34]([C:36]3[CH:41]=[CH:40][C:39]([C:42]([F:45])([F:43])[F:44])=[CH:38][CH:37]=3)[CH2:33][CH:32](/[CH:46]=[CH:9]/[C:10]3[CH:15]=[CH:14][C:13]([C:16]4[CH:17]=[CH:18][CH:19]=[CH:20][CH:21]=4)=[CH:12][N:11]=3)[CH2:31]2)=[O:29])[CH2:27][CH2:26][O:25][CH2:24][CH2:23]1. The catalyst class is: 10. (4) Reactant: [CH3:1][O:2][C:3](=[O:56])[C:4]1[CH:9]=[CH:8][C:7]([NH:10][CH2:11][CH2:12][C:13]2[C:21]3[C:16](=[CH:17][CH:18]=[C:19]([Cl:22])[CH:20]=3)[N:15]([CH:23]([C:30]3[CH:35]=[CH:34][CH:33]=[CH:32][CH:31]=3)[C:24]3[CH:29]=[CH:28][CH:27]=[CH:26][CH:25]=3)[C:14]=2[CH2:36][CH2:37][O:38][Si](C(C)(C)C)(C2C=CC=CC=2)C2C=CC=CC=2)=[CH:6][CH:5]=1.CC(O)=O.CCCC[N+](CCCC)(CCCC)CCCC.[F-].CCOC(C)=O. Product: [CH3:1][O:2][C:3](=[O:56])[C:4]1[CH:5]=[CH:6][C:7]([NH:10][CH2:11][CH2:12][C:13]2[C:21]3[C:16](=[CH:17][CH:18]=[C:19]([Cl:22])[CH:20]=3)[N:15]([CH:23]([C:30]3[CH:31]=[CH:32][CH:33]=[CH:34][CH:35]=3)[C:24]3[CH:29]=[CH:28][CH:27]=[CH:26][CH:25]=3)[C:14]=2[CH2:36][CH2:37][OH:38])=[CH:8][CH:9]=1. The catalyst class is: 1. (5) Reactant: [OH-].[K+].[Br:3][C:4]1[CH:13]=[C:12]2[C:7]([C:8]([CH3:16])([CH3:15])[CH2:9][C:10](=[O:14])[NH:11]2)=[CH:6][C:5]=1[CH3:17].[CH3:18]I.O. Product: [Br:3][C:4]1[CH:13]=[C:12]2[C:7]([C:8]([CH3:15])([CH3:16])[CH2:9][C:10](=[O:14])[N:11]2[CH3:18])=[CH:6][C:5]=1[CH3:17]. The catalyst class is: 16. (6) Reactant: [NH2:1][C:2]1[C:10]2[C:9]([C:11]3[CH:16]=[CH:15][CH:14]=[C:13]([NH2:17])[CH:12]=3)=[N:8][C:7]([NH:18][CH:19]3[CH2:21][CH2:20]3)=[N:6][C:5]=2[S:4][C:3]=1[C:22]([NH2:24])=[O:23].[C:25]1([CH3:34])[CH:30]=[CH:29][C:28]([N:31]=[C:32]=[O:33])=[CH:27][CH:26]=1. Product: [NH2:1][C:2]1[C:10]2[C:9]([C:11]3[CH:16]=[CH:15][CH:14]=[C:13]([NH:17][C:32]([NH:31][C:28]4[CH:29]=[CH:30][C:25]([CH3:34])=[CH:26][CH:27]=4)=[O:33])[CH:12]=3)=[N:8][C:7]([NH:18][CH:19]3[CH2:20][CH2:21]3)=[N:6][C:5]=2[S:4][C:3]=1[C:22]([NH2:24])=[O:23]. The catalyst class is: 1. (7) Reactant: C(O)(=O)C.[CH3:5][C:6]([OH:45])([C:8]1[CH:9]=[CH:10][CH:11]=[CH:12][C:13]=1[CH2:14][CH2:15][C@@H:16]([S:36][CH2:37][C:38]1([CH2:41][C:42]([O-:44])=[O:43])[CH2:40][CH2:39]1)[C:17]1[CH:18]=[CH:19][CH:20]=[C:21](/[CH:23]=[CH:24]/[C:25]2[CH:26]=[CH:27][C:28]3[CH:29]=[CH:30][C:31]([Cl:35])=[CH:32][C:33]=3[N:34]=2)[CH:22]=1)[CH3:7].[Na+].C1(C)C=CC=CC=1.[Al]. Product: [CH3:7][C:6]([OH:45])([C:8]1[CH:9]=[CH:10][CH:11]=[CH:12][C:13]=1[CH2:14][CH2:15][C@@H:16]([S:36][CH2:37][C:38]1([CH2:41][C:42]([OH:44])=[O:43])[CH2:39][CH2:40]1)[C:17]1[CH:18]=[CH:19][CH:20]=[C:21](/[CH:23]=[CH:24]/[C:25]2[CH:26]=[CH:27][C:28]3[CH:29]=[CH:30][C:31]([Cl:35])=[CH:32][C:33]=3[N:34]=2)[CH:22]=1)[CH3:5]. The catalyst class is: 6. (8) Reactant: [Br-].[CH3:2][C:3]1[CH:29]=[CH:28][C:6]([CH2:7][CH2:8][P+](C2C=CC=CC=2)(C2C=CC=CC=2)C2C=CC=CC=2)=[CH:5][CH:4]=1.[Li]CCCC.[CH3:35][CH:36]([CH2:39][CH2:40][CH2:41][CH2:42][CH2:43][CH2:44][CH2:45][CH2:46][CH3:47])[CH:37]=O.O. Product: [CH3:2][C:3]1[CH:4]=[CH:5][C:6]([CH2:7][CH:8]=[CH:35][CH:36]([CH3:37])[CH2:39][CH2:40][CH2:41][CH2:42][CH2:43][CH2:44][CH2:45][CH2:46][CH3:47])=[CH:28][CH:29]=1. The catalyst class is: 1.